This data is from Reaction yield outcomes from USPTO patents with 853,638 reactions. The task is: Predict the reaction yield, written as a fraction of the theoretical maximum amount of product (1.0 means a 100% yield; for example, 0.34 means a 34% yield). (1) The reactants are [CH2:1]([O:3][C:4]([C:6]1[NH:7][C:8]([CH3:11])=[CH:9][CH:10]=1)=[O:5])[CH3:2].[CH3:12][O:13][C:14]1[CH:19]=[CH:18][C:17]([CH2:20][C:21](Cl)=[O:22])=[CH:16][CH:15]=1. The catalyst is ClCCCl. The product is [CH2:1]([O:3][C:4]([C:6]1[NH:7][C:8]([CH3:11])=[C:9]([C:21](=[O:22])[CH2:20][C:17]2[CH:18]=[CH:19][C:14]([O:13][CH3:12])=[CH:15][CH:16]=2)[CH:10]=1)=[O:5])[CH3:2]. The yield is 0.720. (2) The reactants are F[C:2]1[CH:3]=[CH:4][C:5]([N+:11]([O-:13])=[O:12])=[C:6]([CH:10]=1)C(O)=O.[C:14](=[O:17])([O-])[O-:15].[Cs+].[Cs+].[CH3:20][CH:21]([SH:23])[CH3:22].Cl. The catalyst is CN(C)C(=O)C. The product is [CH:21]([S:23][C:2]1[CH:10]=[CH:6][C:5]([N+:11]([O-:13])=[O:12])=[CH:4][C:3]=1[C:14]([OH:15])=[O:17])([CH3:22])[CH3:20]. The yield is 0.740. (3) The reactants are [N:1]1[CH:6]=[CH:5][CH:4]=[CH:3][C:2]=1[CH:7]([NH2:9])[CH3:8].[CH3:10][C:11]1[C:12]([CH:17]=O)=[N:13][CH:14]=[CH:15][CH:16]=1.[BH4-].[Na+]. The catalyst is CO. The product is [CH3:10][C:11]1[C:12]([CH2:17][NH:9][CH:7]([C:2]2[CH:3]=[CH:4][CH:5]=[CH:6][N:1]=2)[CH3:8])=[N:13][CH:14]=[CH:15][CH:16]=1. The yield is 0.600. (4) The reactants are [CH2:1]([O:8][C:9]1[CH:13]=[C:12]([CH:14]=O)[N:11]([CH3:16])[N:10]=1)[C:2]1[CH:7]=[CH:6][CH:5]=[CH:4][CH:3]=1.C(OP([CH2:25][C:26]([O:28][CH2:29][CH3:30])=[O:27])(OCC)=O)C.CN(C)C=O.[H-].[Na+]. The catalyst is O. The product is [CH2:1]([O:8][C:9]1[CH:13]=[C:12](/[CH:14]=[CH:25]/[C:26]([O:28][CH2:29][CH3:30])=[O:27])[N:11]([CH3:16])[N:10]=1)[C:2]1[CH:7]=[CH:6][CH:5]=[CH:4][CH:3]=1. The yield is 0.830.